The task is: Predict the reactants needed to synthesize the given product.. This data is from Full USPTO retrosynthesis dataset with 1.9M reactions from patents (1976-2016). (1) Given the product [CH3:18][C:19]1[S:20][CH:21]=[C:22]([C:2]2[CH:3]=[C:4]3[CH2:10][C@:9]4([CH:15]5[CH2:16][CH2:17][N:12]([CH2:13][CH2:14]5)[CH2:11]4)[O:8][C:5]3=[N:6][CH:7]=2)[N:23]=1, predict the reactants needed to synthesize it. The reactants are: Br[C:2]1[CH:3]=[C:4]2[CH2:10][C@:9]3([CH:15]4[CH2:16][CH2:17][N:12]([CH2:13][CH2:14]4)[CH2:11]3)[O:8][C:5]2=[N:6][CH:7]=1.[CH3:18][C:19]1[S:20][CH:21]=[C:22]([Sn](CC)(CC)CC)[N:23]=1. (2) Given the product [C:20]([C:4]1[CH:3]=[C:2]([C:22]([CH3:27])=[CH2:23])[C:10]2[O:9][C:8]([C:11]3[CH:19]=[CH:18][C:14]([C:15]([O:17][CH3:29])=[O:16])=[CH:13][CH:12]=3)=[N:7][C:6]=2[CH:5]=1)#[N:21], predict the reactants needed to synthesize it. The reactants are: Br[C:2]1[C:10]2[O:9][C:8]([C:11]3[CH:19]=[CH:18][C:14]([C:15]([O-:17])=[O:16])=[CH:13][CH:12]=3)=[N:7][C:6]=2[CH:5]=[C:4]([C:20]#[N:21])[CH:3]=1.[C:22]1(C)[CH:27]=CC=C[CH:23]=1.[C:29](=O)([O-])[O-].[Na+].[Na+].C(B(O)O)(C)=C. (3) The reactants are: [CH2:1]([C:4]1([C:10]([O:12][CH3:13])=[O:11])[CH2:9][CH2:8][NH:7][CH2:6][CH2:5]1)[CH:2]=[CH2:3].[CH2:14]([O:21][C:22](ON1C(=O)CCC1=O)=[O:23])[C:15]1[CH:20]=[CH:19][CH:18]=[CH:17][CH:16]=1.C(N(CC)C(C)C)(C)C. Given the product [CH2:1]([C:4]1([C:10]([O:12][CH3:13])=[O:11])[CH2:9][CH2:8][N:7]([C:22]([O:21][CH2:14][C:15]2[CH:20]=[CH:19][CH:18]=[CH:17][CH:16]=2)=[O:23])[CH2:6][CH2:5]1)[CH:2]=[CH2:3], predict the reactants needed to synthesize it. (4) Given the product [CH3:11][O:10][C:5]1[CH:4]=[C:3]([O:2][CH3:1])[CH:8]=[C:7]([CH3:9])[C:6]=1[C:12](=[O:18])[CH2:13][CH2:14][C:15]([OH:17])=[O:16], predict the reactants needed to synthesize it. The reactants are: [CH3:1][O:2][C:3]1[CH:8]=[C:7]([CH3:9])[CH:6]=[C:5]([O:10][CH3:11])[CH:4]=1.[C:12]1(=[O:18])[O:17][C:15](=[O:16])[CH2:14][CH2:13]1.[Al+3].[Cl-].[Cl-].[Cl-].[OH-].[Na+]. (5) Given the product [CH:21]1([CH2:20][O:12][C:2]2[CH:3]=[CH:4][C:5]3[CH2:11][CH2:10][CH2:9][CH2:8][CH2:7][C:6]=3[CH:1]=2)[CH2:26][CH2:25][CH2:24][CH2:23][CH2:22]1, predict the reactants needed to synthesize it. The reactants are: [CH:1]1[C:6]2[CH2:7][CH2:8][CH2:9][CH2:10][CH2:11][C:5]=2[CH:4]=[CH:3][C:2]=1[OH:12].C([O-])([O-])=O.[Cs+].[Cs+].Br[CH2:20][CH:21]1[CH2:26][CH2:25][CH2:24][CH2:23][CH2:22]1.O. (6) Given the product [C:2]([NH:26][C@H:25]([C:24]([O:23][CH3:22])=[O:29])[CH2:27][OH:28])([C:15]1[CH:20]=[CH:19][CH:18]=[CH:17][CH:16]=1)([C:9]1[CH:14]=[CH:13][CH:12]=[CH:11][CH:10]=1)[C:3]1[CH:8]=[CH:7][CH:6]=[CH:5][CH:4]=1, predict the reactants needed to synthesize it. The reactants are: Cl[C:2]([C:15]1[CH:20]=[CH:19][CH:18]=[CH:17][CH:16]=1)([C:9]1[CH:14]=[CH:13][CH:12]=[CH:11][CH:10]=1)[C:3]1[CH:8]=[CH:7][CH:6]=[CH:5][CH:4]=1.Cl.[CH3:22][O:23][C:24](=[O:29])[C@H:25]([CH2:27][OH:28])[NH2:26].C(N(CC)CC)C. (7) Given the product [ClH:35].[CH3:34][N:2]([CH3:1])[C:3]1[CH:8]=[CH:7][C:6]([CH2:9][N:10]([C:25]2[CH:26]=[CH:27][C:28]([CH:31]([CH3:32])[CH3:33])=[CH:29][CH:30]=2)[C:11]([CH:13]2[C:22]3[C:17](=[CH:18][CH:19]=[C:20]([O:23][CH3:24])[CH:21]=3)[CH2:16][CH2:15][CH2:14]2)=[O:12])=[CH:5][CH:4]=1, predict the reactants needed to synthesize it. The reactants are: [CH3:1][N:2]([CH3:34])[C:3]1[CH:8]=[CH:7][C:6]([CH2:9][N:10]([C:25]2[CH:30]=[CH:29][C:28]([CH:31]([CH3:33])[CH3:32])=[CH:27][CH:26]=2)[C:11]([CH:13]2[C:22]3[C:17](=[CH:18][CH:19]=[C:20]([O:23][CH3:24])[CH:21]=3)[CH2:16][CH2:15][CH2:14]2)=[O:12])=[CH:5][CH:4]=1.[ClH:35].O1CCOCC1. (8) Given the product [C:1]([O:5][C:6](=[O:36])[N:7]([C@@H:19]1[C:24](=[O:25])[C@H:23]([CH2:26][C:27]2[CH:28]=[CH:29][C:30]([Br:33])=[CH:31][CH:32]=2)[CH2:22][S:21](=[O:35])(=[O:34])[CH2:20]1)[CH2:8][C:9]1[CH:14]=[CH:13][CH:12]=[C:11]([C:15]([CH3:17])([CH3:18])[CH3:16])[CH:10]=1)([CH3:2])([CH3:3])[CH3:4], predict the reactants needed to synthesize it. The reactants are: [C:1]([O:5][C:6](=[O:36])[N:7]([C@@H:19]1[C@H:24]([OH:25])[C@H:23]([CH2:26][C:27]2[CH:32]=[CH:31][C:30]([Br:33])=[CH:29][CH:28]=2)[CH2:22][S:21](=[O:35])(=[O:34])[CH2:20]1)[CH2:8][C:9]1[CH:14]=[CH:13][CH:12]=[C:11]([C:15]([CH3:18])([CH3:17])[CH3:16])[CH:10]=1)([CH3:4])([CH3:3])[CH3:2].CC(OI1(OC(C)=O)(OC(C)=O)OC(=O)C2C=CC=CC1=2)=O.C([O-])(O)=O.[Na+].